From a dataset of Reaction yield outcomes from USPTO patents with 853,638 reactions. Predict the reaction yield, written as a fraction of the theoretical maximum amount of product (1.0 means a 100% yield; for example, 0.34 means a 34% yield). (1) The reactants are COC([N:5]1[CH:10]=[C:9]([C@@H:11]2[CH2:15][CH2:14][CH2:13][N:12]2[CH3:16])[CH2:8][C:7]([CH:17]=[O:18])=[CH:6]1)=O.C(N(CC)CC)C. The catalyst is CO. The product is [CH3:16][N:12]1[CH2:13][CH2:14][CH2:15][C@H:11]1[C:9]1[CH2:8][C:7]([CH:17]=[O:18])=[CH:6][NH:5][CH:10]=1. The yield is 1.00. (2) The reactants are [OH:1][C:2]1[CH:7]=[C:6]([OH:8])[N:5]=[C:4]([C:9]([OH:11])=O)[N:3]=1.Cl.CN(C)CCCN=C=NCC.[CH3:24][N:25]1[CH:29]=[CH:28][C:27]([NH2:30])=[N:26]1.C(N(C(C)C)C(C)C)C. The catalyst is CN(C=O)C.O. The product is [CH3:24][N:25]1[CH:29]=[CH:28][C:27]([NH:30][C:9]([C:4]2[N:5]=[C:6]([OH:8])[CH:7]=[C:2]([OH:1])[N:3]=2)=[O:11])=[N:26]1. The yield is 0.140. (3) The reactants are [Cl:1][C:2]1[C:3]([F:32])=[C:4]([CH:29]=[CH:30][CH:31]=1)[NH:5][C:6]1[C:15]2[C:10](=[CH:11][C:12]([O:27][CH3:28])=[C:13]([O:16][CH2:17][C@@H:18]3[CH2:22][CH2:21][CH2:20][N:19]3[C:23](=[O:26])[CH2:24]Cl)[CH:14]=2)[N:9]=[CH:8][N:7]=1.[CH3:33][NH2:34]. The catalyst is C(O)C. The product is [Cl:1][C:2]1[C:3]([F:32])=[C:4]([CH:29]=[CH:30][CH:31]=1)[NH:5][C:6]1[C:15]2[C:10](=[CH:11][C:12]([O:27][CH3:28])=[C:13]([O:16][CH2:17][C@@H:18]3[CH2:22][CH2:21][CH2:20][N:19]3[C:23](=[O:26])[CH2:24][NH:34][CH3:33])[CH:14]=2)[N:9]=[CH:8][N:7]=1. The yield is 0.470. (4) The reactants are [CH3:1][C:2]1[CH:11]=[CH:10][C:9]2[C:4](=[CH:5][CH:6]=[CH:7][C:8]=2[CH:12]2[CH2:17][CH2:16][NH:15][CH2:14][CH2:13]2)[N:3]=1.Cl[CH2:19][C:20]([C:22]1[CH:23]=[CH:24][C:25]2[O:30][CH2:29][C:28](=[O:31])[NH:27][C:26]=2[CH:32]=1)=[O:21].C(#N)C. No catalyst specified. The product is [CH3:1][C:2]1[CH:11]=[CH:10][C:9]2[C:4](=[CH:5][CH:6]=[CH:7][C:8]=2[CH:12]2[CH2:17][CH2:16][N:15]([CH2:19][C:20]([C:22]3[CH:23]=[CH:24][C:25]4[O:30][CH2:29][C:28](=[O:31])[NH:27][C:26]=4[CH:32]=3)=[O:21])[CH2:14][CH2:13]2)[N:3]=1. The yield is 0.540.